This data is from TCR-epitope binding with 47,182 pairs between 192 epitopes and 23,139 TCRs. The task is: Binary Classification. Given a T-cell receptor sequence (or CDR3 region) and an epitope sequence, predict whether binding occurs between them. The epitope is PROT_97E67BCC. The TCR CDR3 sequence is CASSRTGVQGNEQFF. Result: 1 (the TCR binds to the epitope).